This data is from Catalyst prediction with 721,799 reactions and 888 catalyst types from USPTO. The task is: Predict which catalyst facilitates the given reaction. (1) Reactant: [C:1]([O:5][C:6](=[O:26])[CH2:7][O:8][CH2:9][CH:10]1[CH2:15][CH2:14][N:13](C(OCC2C=CC=CC=2)=O)[CH2:12][CH2:11]1)(C)(C)C. Product: [NH:13]1[CH2:14][CH2:15][CH:10]([CH2:9][O:8][CH2:7][C:6]([O:5][CH3:1])=[O:26])[CH2:11][CH2:12]1. The catalyst class is: 129. (2) Reactant: Cl.Cl.[CH2:3]([O:5][CH2:6][CH2:7][N:8]1[C:12]2[CH:13]=[CH:14][CH:15]=[CH:16][C:11]=2[N:10]=[C:9]1[N:17]1[CH2:23][CH2:22][CH2:21][N:20]([CH2:24][CH2:25][C@:26]2([C:31]3[CH:36]=[CH:35][CH:34]=[CH:33][CH:32]=3)[CH2:30][CH2:29][NH:28][CH2:27]2)[CH2:19][CH2:18]1)[CH3:4].[CH3:37][O:38][C:39]1[CH:47]=[CH:46][C:45]([O:48][CH2:49][CH2:50][O:51][CH3:52])=[CH:44][C:40]=1[C:41](O)=[O:42].CN(C)CCCN=C=NCC.O.ON1C2C=CC=CC=2N=N1. Product: [CH2:3]([O:5][CH2:6][CH2:7][N:8]1[C:12]2[CH:13]=[CH:14][CH:15]=[CH:16][C:11]=2[N:10]=[C:9]1[N:17]1[CH2:23][CH2:22][CH2:21][N:20]([CH2:24][CH2:25][C@:26]2([C:31]3[CH:36]=[CH:35][CH:34]=[CH:33][CH:32]=3)[CH2:30][CH2:29][N:28]([C:41]([C:40]3[CH:44]=[C:45]([O:48][CH2:49][CH2:50][O:51][CH3:52])[CH:46]=[CH:47][C:39]=3[O:38][CH3:37])=[O:42])[CH2:27]2)[CH2:19][CH2:18]1)[CH3:4]. The catalyst class is: 4. (3) Reactant: C(OC(=O)[NH:7][CH2:8][C:9]([C:12]1[CH:17]=[CH:16][C:15]([C:18](=[O:33])[NH:19][CH2:20][CH2:21][C:22]2[CH:23]=[C:24]3[C:28](=[CH:29][CH:30]=2)[NH:27][CH:26]=[C:25]3[C:31]#[N:32])=[CH:14][CH:13]=1)([CH3:11])[CH3:10])(C)(C)C.C(O)(C(F)(F)F)=O.O. Product: [NH2:7][CH2:8][C:9]([C:12]1[CH:13]=[CH:14][C:15]([C:18]([NH:19][CH2:20][CH2:21][C:22]2[CH:23]=[C:24]3[C:28](=[CH:29][CH:30]=2)[NH:27][CH:26]=[C:25]3[C:31]#[N:32])=[O:33])=[CH:16][CH:17]=1)([CH3:11])[CH3:10]. The catalyst class is: 2. (4) Reactant: [C:1]([Si:5]([C:32]1[CH:37]=[CH:36][CH:35]=[CH:34][CH:33]=1)([C:26]1[CH:31]=[CH:30][CH:29]=[CH:28][CH:27]=1)[O:6][CH2:7][CH2:8][NH:9][C:10]1[CH:15]=[C:14]([C:16]2[CH:21]=[CH:20][N:19]=[C:18]([Cl:22])[CH:17]=2)[N:13]=[C:12](S(C)=O)[N:11]=1)([CH3:4])([CH3:3])[CH3:2].CN(C=O)C.Cl.[CH:44]([N:47]1[CH2:52][CH:51]2[CH2:53][C@H:48]1[CH2:49][NH:50]2)([CH3:46])[CH3:45].C([O-])([O-])=O.[K+].[K+]. Product: [C:1]([Si:5]([C:32]1[CH:37]=[CH:36][CH:35]=[CH:34][CH:33]=1)([C:26]1[CH:31]=[CH:30][CH:29]=[CH:28][CH:27]=1)[O:6][CH2:7][CH2:8][NH:9][C:10]1[CH:15]=[C:14]([C:16]2[CH:21]=[CH:20][N:19]=[C:18]([Cl:22])[CH:17]=2)[N:13]=[C:12]([N:50]2[CH2:49][CH:48]3[CH2:53][CH:51]2[CH2:52][N:47]3[CH:44]([CH3:46])[CH3:45])[N:11]=1)([CH3:4])([CH3:3])[CH3:2]. The catalyst class is: 2.